Dataset: Full USPTO retrosynthesis dataset with 1.9M reactions from patents (1976-2016). Task: Predict the reactants needed to synthesize the given product. Given the product [CH3:1][C:2]1[CH:3]=[C:4]([C:8]([C:10]2[S:11][C:12]([CH3:16])=[C:13]([CH3:15])[N:14]=2)=[O:9])[O:5][C:6]=1[CH3:7], predict the reactants needed to synthesize it. The reactants are: [CH3:1][C:2]1[CH:3]=[C:4]([CH:8]([C:10]2[S:11][C:12]([CH3:16])=[C:13]([CH3:15])[N:14]=2)[OH:9])[O:5][C:6]=1[CH3:7].